Dataset: Experimentally validated miRNA-target interactions with 360,000+ pairs, plus equal number of negative samples. Task: Binary Classification. Given a miRNA mature sequence and a target amino acid sequence, predict their likelihood of interaction. The miRNA is hsa-miR-203a-3p with sequence GUGAAAUGUUUAGGACCACUAG. The protein sequence of the target gene is MTLPVSDPAAWATAMNNLGMAPLGIAGQPILPDFDPALGMMTGIPPITPMMPGLGIVPPPIPPDMPVAKEIIHCKSCTLFPPNPNLPPPATRERPPGCKTVFVGGLPENGTEQIIVEVFEQCGEIIAIRKSKKNFCHIRFAEEYMVDKALYLSGYRIRLGSSTDKKDTGRLHVDFAQARDDLYEWECKQRMLAREERHRRRMEEERMRPPSPPPVVHYSDHECSIVAEKLKDDSKFSEAVQTLLTWIERGEVNRRSANHFYSMIQSANSHVRRLVNEKATHEKEMEEAKEKFKQALSGIL.... Result: 0 (no interaction).